This data is from Full USPTO retrosynthesis dataset with 1.9M reactions from patents (1976-2016). The task is: Predict the reactants needed to synthesize the given product. (1) Given the product [Cl:1][C:2]1[N:7]=[CH:6][C:5]2[C:8]([NH:14][CH:15]3[CH2:19][NH:18][C:17](=[O:29])[CH2:16]3)=[N:9][N:10]([CH:11]([CH3:13])[CH3:12])[C:4]=2[CH:3]=1, predict the reactants needed to synthesize it. The reactants are: [Cl:1][C:2]1[N:7]=[CH:6][C:5]2[C:8]([NH:14][CH:15]3[CH2:19][N:18](CC4C=CC(OC)=CC=4)[C:17](=[O:29])[CH2:16]3)=[N:9][N:10]([CH:11]([CH3:13])[CH3:12])[C:4]=2[CH:3]=1.C(=O)([O-])[O-].[Na+].[Na+]. (2) Given the product [Cl:21][C:22]1[CH:27]=[C:26]([Cl:28])[CH:25]=[C:24]([CH3:29])[C:23]=1[O:30][C:2]1[N:6]([CH3:7])[C:5]2[C:8]([N:12]3[C:16]([CH2:17][CH3:18])=[CH:15][C:14]([CH2:19][CH3:20])=[N:13]3)=[CH:9][CH:10]=[CH:11][C:4]=2[N:3]=1, predict the reactants needed to synthesize it. The reactants are: Cl[C:2]1[N:6]([CH3:7])[C:5]2[C:8]([N:12]3[C:16]([CH2:17][CH3:18])=[CH:15][C:14]([CH2:19][CH3:20])=[N:13]3)=[CH:9][CH:10]=[CH:11][C:4]=2[N:3]=1.[Cl:21][C:22]1[CH:27]=[C:26]([Cl:28])[CH:25]=[C:24]([CH3:29])[C:23]=1[OH:30].C(=O)([O-])[O-].[K+].[K+]. (3) Given the product [CH3:46][O:45][C:42]1[CH:41]=[CH:40][C:39]([C:38]([O:53][CH2:54][CH2:55][O:56][CH2:57][CH2:58][O:59][CH2:60][CH2:61][O:62][CH2:63][CH2:64][O:1][N:2]2[C:3](=[O:12])[C:4]3=[CH:11][CH:10]=[CH:9][CH:8]=[C:5]3[C:6]2=[O:7])([C:47]2[CH:52]=[CH:51][CH:50]=[CH:49][CH:48]=2)[C:37]2[CH:36]=[CH:35][C:34]([O:33][CH3:32])=[CH:67][CH:66]=2)=[CH:44][CH:43]=1, predict the reactants needed to synthesize it. The reactants are: [OH:1][N:2]1[C:6](=[O:7])[C:5]2=[CH:8][CH:9]=[CH:10][CH:11]=[C:4]2[C:3]1=[O:12].C1(P(C2C=CC=CC=2)C2C=CC=CC=2)C=CC=CC=1.[CH3:32][O:33][C:34]1[CH:67]=[CH:66][C:37]([C:38]([O:53][CH2:54][CH2:55][O:56][CH2:57][CH2:58][O:59][CH2:60][CH2:61][O:62][CH2:63][CH2:64]O)([C:47]2[CH:52]=[CH:51][CH:50]=[CH:49][CH:48]=2)[C:39]2[CH:44]=[CH:43][C:42]([O:45][CH3:46])=[CH:41][CH:40]=2)=[CH:36][CH:35]=1.CCOC(/N=N/C(OCC)=O)=O. (4) Given the product [CH2:44]([N:29]1[C:28](=[O:48])[C:27]([CH2:20][O:21][S:22]([CH3:25])(=[O:24])=[O:23])=[CH:32][C:31]([C:34]2[CH:35]=[CH:36][C:37]([C:40]([F:42])([F:41])[F:43])=[CH:38][CH:39]=2)=[N:30]1)[CH:45]([CH3:46])[CH3:47], predict the reactants needed to synthesize it. The reactants are: FC1C=C(C2C=C([CH2:20][O:21][S:22]([CH3:25])(=[O:24])=[O:23])C(=O)N(CC(C)C)N=2)C=CC=1C.O[C:27]1[C:28](=[O:48])[N:29]([CH2:44][CH:45]([CH3:47])[CH3:46])[N:30]=[C:31]([C:34]2[CH:39]=[CH:38][C:37]([C:40]([F:43])([F:42])[F:41])=[CH:36][CH:35]=2)[C:32]=1C. (5) The reactants are: CO[C:3]([C:5]1([N:13]([O:26][CH:27]2[CH2:31][CH2:30][CH2:29][O:28]2)[C:14](=[O:25])[CH2:15][C:16]2[C:21]([CH3:22])=[CH:20][C:19]([CH3:23])=[CH:18][C:17]=2[CH3:24])[CH2:10][CH2:9][N:8]([O:11][CH3:12])[CH2:7][CH2:6]1)=[O:4].C[O-].[Na+].[Cl-].[NH4+]. Given the product [OH:4][C:3]1[C:5]2([CH2:6][CH2:7][N:8]([O:11][CH3:12])[CH2:9][CH2:10]2)[N:13]([O:26][CH:27]2[CH2:31][CH2:30][CH2:29][O:28]2)[C:14](=[O:25])[C:15]=1[C:16]1[C:21]([CH3:22])=[CH:20][C:19]([CH3:23])=[CH:18][C:17]=1[CH3:24], predict the reactants needed to synthesize it.